Dataset: Reaction yield outcomes from USPTO patents with 853,638 reactions. Task: Predict the reaction yield, written as a fraction of the theoretical maximum amount of product (1.0 means a 100% yield; for example, 0.34 means a 34% yield). The reactants are [OH:1][N:2]1[C:10](=[O:11])[C:9]2[C:4](=[CH:5][CH:6]=[CH:7][CH:8]=2)[C:3]1=[O:12].O[CH:14]1[CH2:18][N:17]([C:19]([O:21][C:22]([CH3:25])([CH3:24])[CH3:23])=[O:20])[N:16]([C:26]([O:28][C:29]([CH3:32])([CH3:31])[CH3:30])=[O:27])[CH2:15]1.C1(P(C2C=CC=CC=2)C2C=CC=CC=2)C=CC=CC=1.CC(OC(/N=N/C(OC(C)C)=O)=O)C. The catalyst is C1COCC1. The product is [O:12]=[C:3]1[C:4]2[C:9](=[CH:8][CH:7]=[CH:6][CH:5]=2)[C:10](=[O:11])[N:2]1[O:1][CH:14]1[CH2:15][N:16]([C:26]([O:28][C:29]([CH3:32])([CH3:31])[CH3:30])=[O:27])[N:17]([C:19]([O:21][C:22]([CH3:25])([CH3:24])[CH3:23])=[O:20])[CH2:18]1. The yield is 0.790.